Dataset: Full USPTO retrosynthesis dataset with 1.9M reactions from patents (1976-2016). Task: Predict the reactants needed to synthesize the given product. (1) Given the product [CH3:24][O:25][C:26](=[O:36])[C:27]1[CH:32]=[CH:31][C:30]([CH2:33][N:14]2[C:15](=[O:20])[C:16]([CH3:19])=[C:17]3[S:18][C:10]([C:8](=[O:9])[NH:7][CH2:6][C:5]4[CH:4]=[CH:3][C:2]([F:1])=[CH:23][CH:22]=4)=[CH:11][N:12]3[C:13]2=[O:21])=[CH:29][C:28]=1[CH3:35], predict the reactants needed to synthesize it. The reactants are: [F:1][C:2]1[CH:23]=[CH:22][C:5]([CH2:6][NH:7][C:8]([C:10]2[S:18][C:17]3[N:12]([C:13](=[O:21])[NH:14][C:15](=[O:20])[C:16]=3[CH3:19])[CH:11]=2)=[O:9])=[CH:4][CH:3]=1.[CH3:24][O:25][C:26](=[O:36])[C:27]1[CH:32]=[CH:31][C:30]([CH2:33]Br)=[CH:29][C:28]=1[CH3:35]. (2) Given the product [Cl:2][C:3]1[CH:8]=[CH:7][C:6]([CH:9]2[CH2:10][CH2:11][C:37](=[CH2:36])[CH2:33][O:32]2)=[CH:5][CH:4]=1, predict the reactants needed to synthesize it. The reactants are: [I-].[Cl:2][C:3]1[CH:8]=[CH:7][C:6]([CH:9]([OH:32])[CH2:10][CH2:11]C[P+](C2C=CC=CC=2)(C2C=CC=CC=2)C2C=CC=CC=2)=[CH:5][CH:4]=1.[CH2:33]=O.O.[CH3:36][C:37]#N. (3) The reactants are: [H-].[Na+].[CH2:3]([N:10]1[CH2:15][CH2:14][CH2:13][C:12](=[O:16])[CH2:11]1)[C:4]1[CH:9]=[CH:8][CH:7]=[CH:6][CH:5]=1.[CH3:17]S(C)=O. Given the product [CH2:3]([N:10]1[CH2:15][CH2:14][CH2:13][C:12]2([O:16][CH2:17]2)[CH2:11]1)[C:4]1[CH:5]=[CH:6][CH:7]=[CH:8][CH:9]=1, predict the reactants needed to synthesize it.